Regression. Given two drug SMILES strings and cell line genomic features, predict the synergy score measuring deviation from expected non-interaction effect. From a dataset of NCI-60 drug combinations with 297,098 pairs across 59 cell lines. (1) Drug 1: CC1=CC=C(C=C1)C2=CC(=NN2C3=CC=C(C=C3)S(=O)(=O)N)C(F)(F)F. Drug 2: C1C(C(OC1N2C=NC(=NC2=O)N)CO)O. Cell line: OVCAR-8. Synergy scores: CSS=12.8, Synergy_ZIP=-1.42, Synergy_Bliss=-0.257, Synergy_Loewe=-6.24, Synergy_HSA=-1.07. (2) Drug 1: C1=C(C(=O)NC(=O)N1)N(CCCl)CCCl. Synergy scores: CSS=15.7, Synergy_ZIP=5.42, Synergy_Bliss=3.97, Synergy_Loewe=-3.91, Synergy_HSA=-3.36. Drug 2: CC1=C(C(=CC=C1)Cl)NC(=O)C2=CN=C(S2)NC3=CC(=NC(=N3)C)N4CCN(CC4)CCO. Cell line: SK-MEL-5. (3) Drug 1: CC(CN1CC(=O)NC(=O)C1)N2CC(=O)NC(=O)C2. Drug 2: C1=CN(C=N1)CC(O)(P(=O)(O)O)P(=O)(O)O. Cell line: ACHN. Synergy scores: CSS=27.5, Synergy_ZIP=-10.7, Synergy_Bliss=-10.4, Synergy_Loewe=-7.02, Synergy_HSA=-6.27. (4) Drug 1: C1=NC2=C(N1)C(=S)N=C(N2)N. Drug 2: C1CC(C1)(C(=O)O)C(=O)O.[NH2-].[NH2-].[Pt+2]. Cell line: MCF7. Synergy scores: CSS=20.4, Synergy_ZIP=-12.8, Synergy_Bliss=-15.3, Synergy_Loewe=-12.2, Synergy_HSA=-10.1. (5) Drug 1: C1=CC(=CC=C1CC(C(=O)O)N)N(CCCl)CCCl.Cl. Drug 2: CN(CC1=CN=C2C(=N1)C(=NC(=N2)N)N)C3=CC=C(C=C3)C(=O)NC(CCC(=O)O)C(=O)O. Cell line: UO-31. Synergy scores: CSS=10.9, Synergy_ZIP=-7.60, Synergy_Bliss=-7.88, Synergy_Loewe=-17.0, Synergy_HSA=-6.98. (6) Drug 1: CC12CCC3C(C1CCC2O)C(CC4=C3C=CC(=C4)O)CCCCCCCCCS(=O)CCCC(C(F)(F)F)(F)F. Drug 2: CNC(=O)C1=NC=CC(=C1)OC2=CC=C(C=C2)NC(=O)NC3=CC(=C(C=C3)Cl)C(F)(F)F. Cell line: SNB-75. Synergy scores: CSS=-2.63, Synergy_ZIP=1.37, Synergy_Bliss=0.264, Synergy_Loewe=-1.50, Synergy_HSA=-2.58. (7) Drug 1: CN1CCC(CC1)COC2=C(C=C3C(=C2)N=CN=C3NC4=C(C=C(C=C4)Br)F)OC. Drug 2: CN(CCCl)CCCl.Cl. Cell line: SF-295. Synergy scores: CSS=4.77, Synergy_ZIP=-3.27, Synergy_Bliss=-3.41, Synergy_Loewe=-5.16, Synergy_HSA=-3.56.